Dataset: Catalyst prediction with 721,799 reactions and 888 catalyst types from USPTO. Task: Predict which catalyst facilitates the given reaction. (1) Product: [CH3:22][O:21][C:14]1[CH:13]=[CH:12][C:11]2[CH2:10][N:9]([C:7]([C:4]3[S:3][C:2]([N:32]4[CH2:33][CH2:34][N:29]([CH3:28])[CH2:30][CH2:31]4)=[N:6][CH:5]=3)=[O:8])[CH2:18][CH2:17][C:16]=2[C:15]=1[CH:19]=[O:20]. Reactant: Br[C:2]1[S:3][C:4]([C:7]([N:9]2[CH2:18][CH2:17][C:16]3[C:15]([CH:19]=[O:20])=[C:14]([O:21][CH3:22])[CH:13]=[CH:12][C:11]=3[CH2:10]2)=[O:8])=[CH:5][N:6]=1.CN(C)C=O.[CH3:28][N:29]1[CH2:34][CH2:33][NH:32][CH2:31][CH2:30]1.C(=O)([O-])[O-].[K+].[K+]. The catalyst class is: 6. (2) Reactant: C([Li])CCC.Br[C:7]1[CH:12]=[CH:11][C:10]([C:13]2[CH:18]=[CH:17][C:16]([C:19]([F:22])([F:21])[F:20])=[CH:15][CH:14]=2)=[CH:9][CH:8]=1.[F:23][C:24]([F:30])([F:29])[CH2:25][CH2:26][CH:27]=[O:28].[NH4+].[Cl-]. Product: [F:23][C:24]([F:30])([F:29])[CH2:25][CH2:26][CH:27]([C:7]1[CH:12]=[CH:11][C:10]([C:13]2[CH:18]=[CH:17][C:16]([C:19]([F:22])([F:21])[F:20])=[CH:15][CH:14]=2)=[CH:9][CH:8]=1)[OH:28]. The catalyst class is: 1. (3) Reactant: [CH3:1][C:2]([CH3:9])([CH3:8])/[CH:3]=[CH:4]/[C:5](O)=[O:6].S(Cl)([Cl:12])=O. Product: [CH3:1][C:2]([CH3:9])([CH3:8])/[CH:3]=[CH:4]/[C:5]([Cl:12])=[O:6]. The catalyst class is: 48. (4) Reactant: COC1C=C(OC)C=CC=1C[N:6]([CH2:17][CH2:18][C:19]1[S:20][CH:21]=[CH:22][CH:23]=1)[C:7]([NH:9][C:10]([C:12]1[O:13][CH:14]=[CH:15][CH:16]=1)=O)=[S:8].CC(O)=O.CN(C=O)C.Br[CH2:40][C:41]([C:43]1[CH:48]=[CH:47][CH:46]=[CH:45][CH:44]=1)=[O:42]. Product: [O:13]1[CH:14]=[CH:15][CH:16]=[C:12]1[C:10]1[N:9]=[C:7]([NH:6][CH2:17][CH2:18][C:19]2[S:20][CH:21]=[CH:22][CH:23]=2)[S:8][C:40]=1[C:41]([C:43]1[CH:48]=[CH:47][CH:46]=[CH:45][CH:44]=1)=[O:42]. The catalyst class is: 25. (5) Reactant: Cl[CH2:2][CH2:3][CH2:4][C:5]1[CH:6]=[C:7]2[C:12](=[CH:13][CH:14]=1)[N:11]=[CH:10][CH:9]=[CH:8]2.[C:15]([O-:18])(=[S:17])[CH3:16].[K+]. Product: [N:11]1[C:12]2[C:7](=[CH:6][C:5]([CH2:4][CH2:3][CH2:2][S:17][C:15](=[O:18])[CH3:16])=[CH:14][CH:13]=2)[CH:8]=[CH:9][CH:10]=1. The catalyst class is: 21. (6) Reactant: [F:1][C:2]1[C:7](I)=[C:6]([F:9])[C:5]([O:10][CH3:11])=[CH:4][C:3]=1[O:12][CH3:13].C([Mg]Cl)(C)C.C(O[B:23]1[O:27][C:26]([CH3:29])([CH3:28])[C:25]([CH3:31])([CH3:30])[O:24]1)(C)C. Product: [F:1][C:2]1[C:3]([O:12][CH3:13])=[CH:4][C:5]([O:10][CH3:11])=[C:6]([F:9])[C:7]=1[B:23]1[O:27][C:26]([CH3:29])([CH3:28])[C:25]([CH3:31])([CH3:30])[O:24]1. The catalyst class is: 1.